This data is from Full USPTO retrosynthesis dataset with 1.9M reactions from patents (1976-2016). The task is: Predict the reactants needed to synthesize the given product. Given the product [Cl:42][C:38]1[CH:37]=[C:36]([N:33]2[CH2:34][CH2:35][N:30]([C:28]([C:27]3[N:23]([CH:22]([C:44]4[CH:45]=[CH:46][C:47]([C:48]#[N:49])=[CH:50][CH:51]=4)[CH2:21][CH2:20][CH2:19][OH:18])[CH:24]=[N:25][CH:26]=3)=[O:29])[CH2:31][C:32]2=[O:43])[CH:41]=[CH:40][CH:39]=1, predict the reactants needed to synthesize it. The reactants are: [Si]([O:18][CH2:19][CH2:20][CH2:21][CH:22]([C:44]1[CH:51]=[CH:50][C:47]([C:48]#[N:49])=[CH:46][CH:45]=1)[N:23]1[C:27]([C:28]([N:30]2[CH2:35][CH2:34][N:33]([C:36]3[CH:41]=[CH:40][CH:39]=[C:38]([Cl:42])[CH:37]=3)[C:32](=[O:43])[CH2:31]2)=[O:29])=[CH:26][N:25]=[CH:24]1)(C(C)(C)C)(C1C=CC=CC=1)C1C=CC=CC=1.N1C=CC=CC=1.F.C(=O)(O)[O-].[Na+].